Dataset: Full USPTO retrosynthesis dataset with 1.9M reactions from patents (1976-2016). Task: Predict the reactants needed to synthesize the given product. (1) Given the product [CH3:22][C:21]1[C:16]([N:13]2[CH2:14][CH2:15][N:10]([C:8]([C:5]3[CH:6]=[CH:7][C:2]([N:27]4[C:26](=[O:31])[CH:25]([CH3:24])[NH:29][C:28]4=[O:30])=[CH:3][CH:4]=3)=[O:9])[CH2:11][CH2:12]2)=[N:17][CH:18]=[C:19]([CH3:23])[CH:20]=1, predict the reactants needed to synthesize it. The reactants are: Br[C:2]1[CH:7]=[CH:6][C:5]([C:8]([N:10]2[CH2:15][CH2:14][N:13]([C:16]3[C:21]([CH3:22])=[CH:20][C:19]([CH3:23])=[CH:18][N:17]=3)[CH2:12][CH2:11]2)=[O:9])=[CH:4][CH:3]=1.[CH3:24][CH:25]1[NH:29][C:28](=[O:30])[NH:27][C:26]1=[O:31]. (2) Given the product [NH2:1][C:2]1[N:7]=[CH:6][N:5]=[C:4]2[N:8]([CH:19]([C:21]3[CH:22]=[C:23]4[N:28]([C:29]=3[C:30]3[CH2:31][CH2:32][NH:33][CH2:34][CH:35]=3)[CH:27]=[CH:26][CH:25]=[CH:24]4)[CH3:20])[N:9]=[C:10]([C:11]3[CH:16]=[C:15]([OH:17])[CH:14]=[C:13]([F:18])[CH:12]=3)[C:3]=12, predict the reactants needed to synthesize it. The reactants are: [NH2:1][C:2]1[N:7]=[CH:6][N:5]=[C:4]2[N:8]([CH:19]([C:21]3[CH:22]=[C:23]4[N:28]([C:29]=3[C:30]3[CH2:31][CH2:32][N:33](C(OC(C)(C)C)=O)[CH2:34][CH:35]=3)[CH:27]=[CH:26][CH:25]=[CH:24]4)[CH3:20])[N:9]=[C:10]([C:11]3[CH:16]=[C:15]([OH:17])[CH:14]=[C:13]([F:18])[CH:12]=3)[C:3]=12.FC(F)(F)C(O)=O. (3) Given the product [Br:14][C:15]1[C:16]2[O:25][CH:5]([CH2:6][OH:9])[CH2:4][C:17]=2[CH:18]=[C:19]([C:21]([F:23])([F:24])[F:22])[CH:20]=1, predict the reactants needed to synthesize it. The reactants are: FC(F)(F)C1C=C[C:6]([OH:9])=[CH:5][CH:4]=1.BrBr.[Br:14][C:15]1[CH:20]=[C:19]([C:21]([F:24])([F:23])[F:22])[CH:18]=[CH:17][C:16]=1[OH:25].[H-].[Na+].C(Br)C=C.C(OCC=C)C=C.C(C1C=C(C(F)(F)F)C=C(Br)C=1O)C=C.ClC1C=C(C=CC=1)C(OO)=O.C(=O)([O-])[O-].[K+].[K+]. (4) Given the product [ClH:1].[CH3:40][N:39]([CH3:41])[CH2:38][CH2:37][N:36]([CH2:34][CH3:35])[C:2]1[N:7]=[C:6]([C:8]2[CH:13]=[CH:12][CH:11]=[CH:10][CH:9]=2)[N:5]=[C:4]([C:14]([NH:16][C:17]2[CH:22]=[CH:21][CH:20]=[CH:19][C:18]=2[C:23]2[S:24][C:25]([CH:28]3[CH2:33][CH2:32][O:31][CH2:30][CH2:29]3)=[N:26][N:27]=2)=[O:15])[CH:3]=1, predict the reactants needed to synthesize it. The reactants are: [Cl:1][C:2]1[N:7]=[C:6]([C:8]2[CH:13]=[CH:12][CH:11]=[CH:10][CH:9]=2)[N:5]=[C:4]([C:14]([NH:16][C:17]2[CH:22]=[CH:21][CH:20]=[CH:19][C:18]=2[C:23]2[S:24][C:25]([CH:28]3[CH2:33][CH2:32][O:31][CH2:30][CH2:29]3)=[N:26][N:27]=2)=[O:15])[CH:3]=1.[CH2:34]([NH:36][CH2:37][CH2:38][N:39]([CH3:41])[CH3:40])[CH3:35].